Dataset: Peptide-MHC class II binding affinity with 134,281 pairs from IEDB. Task: Regression. Given a peptide amino acid sequence and an MHC pseudo amino acid sequence, predict their binding affinity value. This is MHC class II binding data. (1) The peptide sequence is YSDRGWGNGCGLFGK. The MHC is DRB1_1101 with pseudo-sequence DRB1_1101. The binding affinity (normalized) is 0.232. (2) The peptide sequence is AEVELRQHGSEEWEP. The MHC is HLA-DQA10501-DQB10301 with pseudo-sequence HLA-DQA10501-DQB10301. The binding affinity (normalized) is 0.142.